This data is from Catalyst prediction with 721,799 reactions and 888 catalyst types from USPTO. The task is: Predict which catalyst facilitates the given reaction. (1) Product: [Br-:10].[C:16]([CH2:15][CH2:14][CH2:13][CH2:12][CH2:11][N:3]1[C:2]([Cl:1])=[C:6]([Cl:7])[N+:5]([CH2:20][C:21]2[CH:30]=[CH:29][C:28]3[C:23](=[CH:24][CH:25]=[CH:26][CH:27]=3)[CH:22]=2)=[CH:4]1)([OH:18])=[O:17]. The catalyst class is: 10. Reactant: [Cl:1][C:2]1[N:3]=[CH:4][NH:5][C:6]=1[Cl:7].[OH-].[K+].[Br:10][CH2:11][CH2:12][CH2:13][CH2:14][CH2:15][C:16]([OH:18])=[O:17].Br[CH2:20][C:21]1[CH:30]=[CH:29][C:28]2[C:23](=[CH:24][CH:25]=[CH:26][CH:27]=2)[CH:22]=1.Br. (2) Reactant: [CH:1]1([C:4]2[CH:5]=[N:6][C:7]([NH:14][C:15]3[CH:16]=[C:17]4[C:21](=[C:22]([C:24]5[CH:29]=[CH:28][CH:27]=[CH:26][CH:25]=5)[CH:23]=3)[N:20]([CH3:30])[CH:19]=[CH:18]4)=[C:8]([CH:13]=2)[C:9]([O:11]C)=[O:10])[CH2:3][CH2:2]1.[OH-].[Na+]. Product: [CH:1]1([C:4]2[CH:5]=[N:6][C:7]([NH:14][C:15]3[CH:16]=[C:17]4[C:21](=[C:22]([C:24]5[CH:29]=[CH:28][CH:27]=[CH:26][CH:25]=5)[CH:23]=3)[N:20]([CH3:30])[CH:19]=[CH:18]4)=[C:8]([CH:13]=2)[C:9]([OH:11])=[O:10])[CH2:2][CH2:3]1. The catalyst class is: 111.